The task is: Predict the reactants needed to synthesize the given product.. This data is from Full USPTO retrosynthesis dataset with 1.9M reactions from patents (1976-2016). (1) Given the product [Br-:1].[O:4]=[C:3]([C:5]1[CH:10]=[CH:9][CH:8]=[CH:7][CH:6]=1)[CH2:2][N+:23]12[CH2:24][CH2:25][CH:26]([CH2:27][CH2:28]1)[C@@H:21]([O:20][C:18](=[O:19])[CH:17]([C:11]1[CH:12]=[CH:13][CH:14]=[CH:15][CH:16]=1)[N:29]1[CH2:30][CH2:31][CH2:32][CH2:33][CH2:34]1)[CH2:22]2, predict the reactants needed to synthesize it. The reactants are: [Br:1][CH2:2][C:3]([C:5]1[CH:10]=[CH:9][CH:8]=[CH:7][CH:6]=1)=[O:4].[C:11]1([CH:17]([N:29]2[CH2:34][CH2:33][CH2:32][CH2:31][CH2:30]2)[C:18]([O:20][C@@H:21]2[CH:26]3[CH2:27][CH2:28][N:23]([CH2:24][CH2:25]3)[CH2:22]2)=[O:19])[CH:16]=[CH:15][CH:14]=[CH:13][CH:12]=1. (2) Given the product [CH3:15][C:9]1[NH:10][C:11]2[C:7]([CH:8]=1)=[C:6]([O:5][CH2:4][CH2:3][CH2:2][N:34]1[CH2:35][CH:27]3[N:26]([C:17]4[CH:18]=[CH:19][C:20]5[C:25](=[CH:24][CH:23]=[CH:22][CH:21]=5)[CH:16]=4)[CH2:33][CH:32]1[CH2:31][CH:30]=[CH:29][CH2:28]3)[CH:14]=[CH:13][CH:12]=2, predict the reactants needed to synthesize it. The reactants are: Cl[CH2:2][CH2:3][CH2:4][O:5][C:6]1[CH:14]=[CH:13][CH:12]=[C:11]2[C:7]=1[CH:8]=[C:9]([CH3:15])[NH:10]2.[CH:16]1[C:25]2[C:20](=[CH:21][CH:22]=[CH:23][CH:24]=2)[CH:19]=[CH:18][C:17]=1[N:26]1[CH2:33][C@H:32]2[NH:34][CH2:35][C@@H:27]1[CH2:28][CH:29]=[CH:30][CH2:31]2.C([O-])([O-])=O.[K+].[K+].C(#N)C. (3) Given the product [CH3:13][S:14]([C:17]1[C:18]([C:25]2[CH:30]=[CH:29][CH:28]=[CH:27][CH:26]=2)=[C:19](/[CH:23]=[C:6]2\[C:7](=[O:12])[NH:8][C:9]3[C:5]\2=[CH:4][C:3]([O:2][CH3:1])=[CH:11][CH:10]=3)[NH:20][C:21]=1[CH3:22])(=[O:16])=[O:15], predict the reactants needed to synthesize it. The reactants are: [CH3:1][O:2][C:3]1[CH:4]=[C:5]2[C:9](=[CH:10][CH:11]=1)[NH:8][C:7](=[O:12])[CH2:6]2.[CH3:13][S:14]([C:17]1[C:18]([C:25]2[CH:30]=[CH:29][CH:28]=[CH:27][CH:26]=2)=[C:19]([CH:23]=O)[NH:20][C:21]=1[CH3:22])(=[O:16])=[O:15].CC1(C)C(C)(C)OB(C2C=CC=C3C=2C=CN3)O1.N1CCCCC1. (4) Given the product [CH:24]1([NH:29][C:2]2[N:7]3[N:8]=[C:9]([NH:11][C:12](=[O:19])[C:13]4[CH:18]=[CH:17][CH:16]=[N:15][CH:14]=4)[N:10]=[C:6]3[CH:5]=[C:4]([C:20]([F:23])([F:22])[F:21])[CH:3]=2)[CH2:28][CH2:27][CH2:26][CH2:25]1, predict the reactants needed to synthesize it. The reactants are: Cl[C:2]1[N:7]2[N:8]=[C:9]([NH:11][C:12](=[O:19])[C:13]3[CH:18]=[CH:17][CH:16]=[N:15][CH:14]=3)[N:10]=[C:6]2[CH:5]=[C:4]([C:20]([F:23])([F:22])[F:21])[CH:3]=1.[CH:24]1([NH2:29])[CH2:28][CH2:27][CH2:26][CH2:25]1. (5) Given the product [CH3:1][O:2][C:3]1[CH:10]=[C:9]([O:11][CH3:12])[C:8]([O:13][CH3:14])=[CH:7][C:4]=1/[CH:5]=[CH:16]/[C:17]([OH:19])=[O:18], predict the reactants needed to synthesize it. The reactants are: [CH3:1][O:2][C:3]1[CH:10]=[C:9]([O:11][CH3:12])[C:8]([O:13][CH3:14])=[CH:7][C:4]=1[CH:5]=O.C(O)(=O)[CH2:16][C:17]([OH:19])=[O:18].N1CCCCC1.Cl. (6) Given the product [O:18]1[C:17]2[C:12](=[N:13][CH:14]=[CH:15][CH:16]=2)[S:11][CH:10]([CH2:9][OH:8])[CH2:19]1, predict the reactants needed to synthesize it. The reactants are: C1(C[O:8][CH2:9][CH:10]2[CH2:19][O:18][C:17]3[C:12](=[N:13][CH:14]=[CH:15][CH:16]=3)[S:11]2)C=CC=CC=1.[NH4+].[OH-]. (7) Given the product [CH2:1]([O:9][CH2:8][CH2:7][N+:6]([CH3:11])([CH3:10])[CH3:5])[C:2]#[CH:3].[Br-:4].[CH2:13]([O:14][CH2:15][CH2:11][N+:6]([CH3:10])([CH3:7])[CH3:5])[C:12]#[CH:1], predict the reactants needed to synthesize it. The reactants are: [CH2:1]([Br:4])[C:2]#[CH:3].[CH3:5][N:6]([CH3:10])[CH2:7][CH2:8][OH:9].[CH2:11]1[CH2:15][O:14][CH2:13][CH2:12]1.